Dataset: Retrosynthesis with 50K atom-mapped reactions and 10 reaction types from USPTO. Task: Predict the reactants needed to synthesize the given product. (1) Given the product CCOC(=O)n1nnc2ccccc21, predict the reactants needed to synthesize it. The reactants are: CCOC(=O)Cl.c1ccc2[nH]nnc2c1. (2) The reactants are: Clc1nc(NCc2ccccn2)c2c(-c3ccccc3)csc2n1.NCC1CC1. Given the product c1ccc(-c2csc3nc(NCC4CC4)nc(NCc4ccccn4)c23)cc1, predict the reactants needed to synthesize it.